Dataset: Catalyst prediction with 721,799 reactions and 888 catalyst types from USPTO. Task: Predict which catalyst facilitates the given reaction. (1) Reactant: [Cl:1][C:2]1[CH:3]=[CH:4][C:5]([O:24][CH:25]([F:27])[F:26])=[C:6]([C:8]2[N:12]([CH2:13][O:14][CH2:15][CH2:16][Si:17]([CH3:20])([CH3:19])[CH3:18])[N:11]=[CH:10][C:9]=2[N+:21]([O-])=O)[CH:7]=1.O.[Cl-].[NH4+]. Product: [Cl:1][C:2]1[CH:3]=[CH:4][C:5]([O:24][CH:25]([F:26])[F:27])=[C:6]([C:8]2[N:12]([CH2:13][O:14][CH2:15][CH2:16][Si:17]([CH3:20])([CH3:18])[CH3:19])[N:11]=[CH:10][C:9]=2[NH2:21])[CH:7]=1. The catalyst class is: 186. (2) Reactant: C(OC(=O)[NH:7][C:8]1[CH:13]=[C:12]([Cl:14])[C:11]([CH3:15])=[CH:10][C:9]=1[NH:16][C:17](=[O:33])[CH2:18][C:19](=O)[C:20]1[CH:25]=[CH:24][CH:23]=[C:22]([C:26]2[CH:31]=[CH:30][N:29]=[CH:28][CH:27]=2)[CH:21]=1)(C)(C)C.C(O)(C(F)(F)F)=O. Product: [Cl:14][C:12]1[C:11]([CH3:15])=[CH:10][C:9]2[NH:16][C:17](=[O:33])[CH2:18][C:19]([C:20]3[CH:25]=[CH:24][CH:23]=[C:22]([C:26]4[CH:31]=[CH:30][N:29]=[CH:28][CH:27]=4)[CH:21]=3)=[N:7][C:8]=2[CH:13]=1. The catalyst class is: 2.